From a dataset of Peptide-MHC class I binding affinity with 185,985 pairs from IEDB/IMGT. Regression. Given a peptide amino acid sequence and an MHC pseudo amino acid sequence, predict their binding affinity value. This is MHC class I binding data. (1) The peptide sequence is IHFLIRQL. The MHC is HLA-B38:01 with pseudo-sequence HLA-B38:01. The binding affinity (normalized) is 0.134. (2) The peptide sequence is VTDSQYALGI. The MHC is HLA-B35:01 with pseudo-sequence HLA-B35:01. The binding affinity (normalized) is 0. (3) The MHC is HLA-A69:01 with pseudo-sequence HLA-A69:01. The binding affinity (normalized) is 0.0847. The peptide sequence is FYPEKSTVI.